From a dataset of Forward reaction prediction with 1.9M reactions from USPTO patents (1976-2016). Predict the product of the given reaction. (1) Given the reactants C([Si](C1C=CC=CC=1)(C1C=CC=CC=1)[O:6][CH:7]([CH3:27])[CH2:8][N:9]1[CH2:14][CH2:13][N:12]2[N:15]=[C:16]([CH2:18][O:19][C:20]3[CH:25]=[CH:24][CH:23]=[CH:22][CH:21]=3)[CH:17]=[C:11]2[C:10]1=[O:26])(C)(C)C.C1COCC1, predict the reaction product. The product is: [OH:6][CH:7]([CH3:27])[CH2:8][N:9]1[CH2:14][CH2:13][N:12]2[N:15]=[C:16]([CH2:18][O:19][C:20]3[CH:21]=[CH:22][CH:23]=[CH:24][CH:25]=3)[CH:17]=[C:11]2[C:10]1=[O:26]. (2) Given the reactants [C:1]1([NH:7][NH2:8])[CH:6]=[CH:5][CH:4]=[CH:3][CH:2]=1.C(O[C:12](=[C:14]([C:17]#[N:18])[C:15]#[N:16])[CH3:13])C.C(OC=C(C#N)C#N)C, predict the reaction product. The product is: [NH2:18][C:17]1[N:7]([C:1]2[CH:6]=[CH:5][CH:4]=[CH:3][CH:2]=2)[N:8]=[C:12]([CH3:13])[C:14]=1[C:15]#[N:16]. (3) Given the reactants [CH3:1][CH:2]([CH2:4][C@H:5]([CH2:10]N)[CH2:6][C:7]([OH:9])=[O:8])[CH3:3].[CH3:12][O:13][C:14]1[CH:15]=[CH:16][C:17]2[N:23]=[CH:22][CH:21]=[C:20]([C@H:24]([OH:35])[C@@H:25]3[N:30]4[CH2:31][C@H:32]([CH:33]=[CH2:34])[CH:27]([CH2:28][CH2:29]4)[CH2:26]3)[C:18]=2[CH:19]=1.[NH2:36][C:37]([NH2:39])=[S:38].C[O:41][C:42](C)(C)C, predict the reaction product. The product is: [CH2:4]([CH:5]1[CH2:10][C:12](=[O:13])[O:9][C:7](=[O:8])[CH2:6]1)[CH:2]([CH3:3])[CH3:1].[CH:14]1([SH:38])[CH2:15][CH2:16][CH2:17][CH2:18][CH2:19]1.[CH3:12][O:13][C:14]1[CH:15]=[CH:16][C:17]2[N:23]=[CH:22][CH:21]=[C:20]([C@H:24]([OH:35])[C@@H:25]3[N:30]4[CH2:31][C@H:32]([CH:33]=[CH2:34])[CH:27]([CH2:28][CH2:29]4)[CH2:26]3)[C:18]=2[CH:19]=1.[NH2:36][C:37]([NH2:39])=[S:38].[CH:18]1([S:38][C:42]([CH2:10][C@@H:5]([CH2:4][CH:2]([CH3:3])[CH3:1])[CH2:6][C:7]([OH:9])=[O:8])=[O:41])[CH2:17][CH2:16][CH2:15][CH2:14][CH2:19]1. (4) Given the reactants [OH-].[Na+].[CH2:3]([C:10]([OH:21])([C:16]([O:18]CC)=O)[C:11]([O:13][CH2:14][CH3:15])=[O:12])[C:4]1[CH:9]=[CH:8][CH:7]=[CH:6][CH:5]=1.[N:22]([C@@H:25]([C:27]1[CH:32]=[CH:31][CH:30]=[CH:29][CH:28]=1)[CH3:26])=[C:23]=[O:24], predict the reaction product. The product is: [CH2:3]([C:10]1([C:11]([O:13][CH2:14][CH3:15])=[O:12])[O:21][C:23](=[O:24])[N:22]([C@@H:25]([C:27]2[CH:32]=[CH:31][CH:30]=[CH:29][CH:28]=2)[CH3:26])[C:16]1=[O:18])[C:4]1[CH:5]=[CH:6][CH:7]=[CH:8][CH:9]=1. (5) Given the reactants [CH2:1]([O:8][C:9]([N:11]1[CH:15]([C:16]([OH:18])=O)[CH2:14][S:13][C@@H:12]1[C:19]1[CH:24]=[CH:23][C:22]([C:25]#[N:26])=[CH:21][CH:20]=1)=[O:10])[C:2]1[CH:7]=[CH:6][CH:5]=[CH:4][CH:3]=1.CCN(C(C)C)C(C)C.CN(C(ON1N=NC2C=CC=NC1=2)=[N+](C)C)C.F[P-](F)(F)(F)(F)F.[NH2:60][C:61]1[S:62][CH:63]=[C:64]([C:66]2[CH:77]=[CH:76][C:69]([C:70]([NH:72][CH:73]3[CH2:75][CH2:74]3)=[O:71])=[CH:68][CH:67]=2)[N:65]=1, predict the reaction product. The product is: [CH2:1]([O:8][C:9]([N:11]1[CH:15]([C:16](=[O:18])[NH:60][C:61]2[S:62][CH:63]=[C:64]([C:66]3[CH:67]=[CH:68][C:69]([C:70](=[O:71])[NH:72][CH:73]4[CH2:75][CH2:74]4)=[CH:76][CH:77]=3)[N:65]=2)[CH2:14][S:13][C@@H:12]1[C:19]1[CH:24]=[CH:23][C:22]([C:25]#[N:26])=[CH:21][CH:20]=1)=[O:10])[C:2]1[CH:7]=[CH:6][CH:5]=[CH:4][CH:3]=1. (6) Given the reactants [H-].[Na+].[CH2:3]([O:5][C:6]([C:8]1[CH:12]=[C:11]([NH2:13])[NH:10][N:9]=1)=[O:7])[CH3:4].[CH2:14](I)[CH2:15][CH2:16][CH3:17], predict the reaction product. The product is: [CH2:3]([O:5][C:6]([C:8]1[N:9]([CH2:14][CH2:15][CH2:16][CH3:17])[N:10]=[C:11]([NH2:13])[CH:12]=1)=[O:7])[CH3:4]. (7) Given the reactants [CH3:1][N:2]([CH3:46])[C:3]1[C:12]2[C:7](=[CH:8][CH:9]=[CH:10][CH:11]=2)[C:6]([C@H:13]2[N:17]3[C:18](=[O:30])[N:19]([CH2:22][CH2:23][N:24]4[CH2:29][CH2:28][O:27][CH2:26][CH2:25]4)[C:20](=[O:21])[C:16]43[CH2:31][N:32](S(C3C=CC=CC=3[N+]([O-])=O)(=O)=O)[CH2:33][C@H:15]4[CH2:14]2)=[CH:5][CH:4]=1.[Na].C1(S)C=CC=CC=1.Cl, predict the reaction product. The product is: [CH3:1][N:2]([CH3:46])[C:3]1[C:12]2[C:7](=[CH:8][CH:9]=[CH:10][CH:11]=2)[C:6]([C@H:13]2[N:17]3[C:18](=[O:30])[N:19]([CH2:22][CH2:23][N:24]4[CH2:25][CH2:26][O:27][CH2:28][CH2:29]4)[C:20](=[O:21])[C:16]43[CH2:31][NH:32][CH2:33][C@H:15]4[CH2:14]2)=[CH:5][CH:4]=1.